This data is from Full USPTO retrosynthesis dataset with 1.9M reactions from patents (1976-2016). The task is: Predict the reactants needed to synthesize the given product. (1) Given the product [CH3:8][O:9][C:10]1[CH:62]=[CH:61][C:13]([CH2:14][N:15]([CH2:52][C:53]2[CH:58]=[CH:57][C:56]([O:59][CH3:60])=[CH:55][CH:54]=2)[C:16]2[N:17]=[C:18]([C:23]3[C:28]([NH:29][C:30]4[CH:31]=[N:32][C:33]([O:36][CH3:37])=[CH:34][CH:35]=4)=[N:27][CH:26]=[C:25]([CH2:38][CH:39]4[CH2:44][CH2:43][N:42]([S:67]([CH3:66])(=[O:69])=[O:68])[CH2:41][CH2:40]4)[CH:24]=3)[N:19]=[C:20]([CH3:22])[N:21]=2)=[CH:12][CH:11]=1, predict the reactants needed to synthesize it. The reactants are: C(O)(C(F)(F)F)=O.[CH3:8][O:9][C:10]1[CH:62]=[CH:61][C:13]([CH2:14][N:15]([CH2:52][C:53]2[CH:58]=[CH:57][C:56]([O:59][CH3:60])=[CH:55][CH:54]=2)[C:16]2[N:21]=[C:20]([CH3:22])[N:19]=[C:18]([C:23]3[CH:24]=[C:25]([CH2:38][CH:39]4[CH2:44][CH2:43][N:42](C(OC(C)(C)C)=O)[CH2:41][CH2:40]4)[CH:26]=[N:27][C:28]=3[NH:29][C:30]3[CH:31]=[N:32][C:33]([O:36][CH3:37])=[CH:34][CH:35]=3)[N:17]=2)=[CH:12][CH:11]=1.C(Cl)Cl.[CH3:66][S:67](Cl)(=[O:69])=[O:68]. (2) Given the product [C:30]1([C:36]2[O:40][C:39]([C:41]([OH:42])=[O:13])=[N:38][N:37]=2)[CH:35]=[CH:34][CH:33]=[CH:32][CH:31]=1.[O:21]=[C:15]1[CH:14]([N:7]2[C:6](=[O:22])[C:5]3[C:9](=[CH:10][CH:11]=[CH:12][C:4]=3[CH2:3][NH-:2])[C:8]2=[O:13])[CH2:19][CH2:18][C:17](=[O:20])[NH:16]1, predict the reactants needed to synthesize it. The reactants are: Cl.[NH2:2][CH2:3][C:4]1[CH:12]=[CH:11][CH:10]=[C:9]2[C:5]=1[C:6](=[O:22])[N:7]([CH:14]1[CH2:19][CH2:18][C:17](=[O:20])[NH:16][C:15]1=[O:21])[C:8]2=[O:13].C(N(CC)CC)C.[C:30]1([C:36]2[O:40][C:39]([C:41](Cl)=[O:42])=[N:38][N:37]=2)[CH:35]=[CH:34][CH:33]=[CH:32][CH:31]=1. (3) Given the product [C:1]([C:5]1[CH:6]=[CH:7][C:8]([S:11]([N:14]([C:15]2[CH:20]=[CH:19][CH:18]=[C:17]([N:21]([CH3:23])[CH3:22])[CH:16]=2)[CH2:24][C:25]([N:30]([CH2:28][CH3:29])[CH2:31][C:32]2[S:33][CH:34]=[CH:35][N:36]=2)=[O:27])(=[O:13])=[O:12])=[CH:9][CH:10]=1)([CH3:2])([CH3:3])[CH3:4], predict the reactants needed to synthesize it. The reactants are: [C:1]([C:5]1[CH:10]=[CH:9][C:8]([S:11]([N:14]([CH2:24][C:25]([OH:27])=O)[C:15]2[CH:20]=[CH:19][CH:18]=[C:17]([N:21]([CH3:23])[CH3:22])[CH:16]=2)(=[O:13])=[O:12])=[CH:7][CH:6]=1)([CH3:4])([CH3:3])[CH3:2].[CH2:28]([NH:30][CH2:31][C:32]1[S:33][CH:34]=[CH:35][N:36]=1)[CH3:29]. (4) Given the product [F:20][C:21]1[CH:22]=[C:23]([C:2]2[CH:3]=[N:4][C:5]3[N:6]([CH:8]=[C:9]([CH2:11][O:12][C:13]4[CH:18]=[CH:17][C:16]([F:19])=[CH:15][CH:14]=4)[N:10]=3)[CH:7]=2)[CH:24]=[N:25][C:26]=1[F:27], predict the reactants needed to synthesize it. The reactants are: Br[C:2]1[CH:3]=[N:4][C:5]2[N:6]([CH:8]=[C:9]([CH2:11][O:12][C:13]3[CH:18]=[CH:17][C:16]([F:19])=[CH:15][CH:14]=3)[N:10]=2)[CH:7]=1.[F:20][C:21]1[CH:22]=[C:23](B(O)O)[CH:24]=[N:25][C:26]=1[F:27]. (5) Given the product [C:7]1([NH:6][C:5]2[C:4]([NH2:1])=[CH:16][C:15]([O:17][C:18]([F:20])([F:21])[F:19])=[CH:14][CH:13]=2)[CH:8]=[CH:9][CH:10]=[CH:11][CH:12]=1, predict the reactants needed to synthesize it. The reactants are: [N+:1]([C:4]1[CH:16]=[C:15]([O:17][C:18]([F:21])([F:20])[F:19])[CH:14]=[CH:13][C:5]=1[NH:6][C:7]1[CH:12]=[CH:11][CH:10]=[CH:9][CH:8]=1)([O-])=O.O1CCCC1.[H][H]. (6) Given the product [CH3:14][C:15]([CH3:19])([CH3:18])[CH:16]=[CH:17][C@@H:31]([C:28]1[CH:29]=[CH:30][C:25]([CH3:33])=[CH:26][CH:27]=1)[OH:32], predict the reactants needed to synthesize it. The reactants are: B(C1CCCCC1)C1CCCCC1.[CH3:14][C:15]([CH3:19])([CH3:18])[C:16]#[CH:17].[Zn](CC)CC.[C:25]1([CH3:33])[CH:30]=[CH:29][C:28]([CH:31]=[O:32])=[CH:27][CH:26]=1. (7) Given the product [CH3:1][C:2]1[N:3]=[CH:4][N:5]2[C:6]=1[CH2:7][N:8]([CH:9]1[CH2:10][CH2:11][N:12]([C:15]([O:17][CH2:18][C:19]3[CH:20]=[CH:21][CH:22]=[CH:23][CH:24]=3)=[O:16])[CH2:13][CH2:14]1)[C:36]2=[O:37], predict the reactants needed to synthesize it. The reactants are: [CH3:1][C:2]1[N:3]=[CH:4][NH:5][C:6]=1[CH2:7][NH:8][CH:9]1[CH2:14][CH2:13][N:12]([C:15]([O:17][CH2:18][C:19]2[CH:24]=[CH:23][CH:22]=[CH:21][CH:20]=2)=[O:16])[CH2:11][CH2:10]1.C1CCN2C(=NCCC2)CC1.[C:36](=O)([O-])[O-:37].[K+].[K+].